From a dataset of Forward reaction prediction with 1.9M reactions from USPTO patents (1976-2016). Predict the product of the given reaction. (1) Given the reactants [CH2:1]([O:8][C:9]1[C:10](=[O:34])[CH:11]=[CH:12][N:13]2[CH:18]([CH2:19][C:20]([O:22]CC)=[O:21])[CH2:17][N:16]([CH2:25][C:26]3[CH:31]=[CH:30][C:29]([F:32])=[CH:28][CH:27]=3)[C:15](=[O:33])[C:14]=12)[C:2]1[CH:7]=[CH:6][CH:5]=[CH:4][CH:3]=1.[OH-].[K+].O, predict the reaction product. The product is: [CH2:1]([O:8][C:9]1[C:10](=[O:34])[CH:11]=[CH:12][N:13]2[CH:18]([CH2:19][C:20]([OH:22])=[O:21])[CH2:17][N:16]([CH2:25][C:26]3[CH:31]=[CH:30][C:29]([F:32])=[CH:28][CH:27]=3)[C:15](=[O:33])[C:14]=12)[C:2]1[CH:7]=[CH:6][CH:5]=[CH:4][CH:3]=1. (2) Given the reactants [NH2:1][C:2]1[C:6]([C:7]([C:9]2[S:10][CH:11]=[CH:12][CH:13]=2)=[O:8])=[CH:5][NH:4][N:3]=1.CN(C)[CH:16]=[CH:17][C:18]([C:20]1[CH:21]=[C:22]([CH:27]=[CH:28][CH:29]=1)[C:23]([O:25][CH3:26])=[O:24])=O, predict the reaction product. The product is: [S:10]1[CH:11]=[CH:12][CH:13]=[C:9]1[C:7]([C:6]1[CH:5]=[N:4][N:3]2[C:18]([C:20]3[CH:21]=[C:22]([CH:27]=[CH:28][CH:29]=3)[C:23]([O:25][CH3:26])=[O:24])=[CH:17][CH:16]=[N:1][C:2]=12)=[O:8]. (3) Given the reactants [F:1][C:2]1[CH:7]=[CH:6][C:5]([CH2:8][C:9]([O:11]CC)=O)=[CH:4][CH:3]=1.[C:14]([C:16]1[CH:21]=[CH:20][N:19]=[CH:18][CH:17]=1)#[N:15].C(O[K])(C)(C)C.CC(O)(C)C.[CH3:33][N:34]=[C:35]=[S:36].[CH3:37]I, predict the reaction product. The product is: [F:1][C:2]1[CH:3]=[CH:4][C:5]([C:8]2[C:9](=[O:11])[N:34]([CH3:33])[C:35]([S:36][CH3:37])=[N:15][C:14]=2[C:16]2[CH:21]=[CH:20][N:19]=[CH:18][CH:17]=2)=[CH:6][CH:7]=1. (4) Given the reactants [OH-].[Na+].[CH3:3][CH:4]([O:6][C:7]1[N:12]=[CH:11][C:10]([C:13]2[O:17][N:16]=[C:15]([C:18]3[CH:19]=[C:20]4[C:24](=[CH:25][CH:26]=3)[NH:23][C:22]([CH2:27][CH2:28][C:29]([O:31]CC)=[O:30])=[CH:21]4)[N:14]=2)=[CH:9][C:8]=1[O:34][CH3:35])[CH3:5].Cl, predict the reaction product. The product is: [CH3:5][CH:4]([O:6][C:7]1[N:12]=[CH:11][C:10]([C:13]2[O:17][N:16]=[C:15]([C:18]3[CH:19]=[C:20]4[C:24](=[CH:25][CH:26]=3)[NH:23][C:22]([CH2:27][CH2:28][C:29]([OH:31])=[O:30])=[CH:21]4)[N:14]=2)=[CH:9][C:8]=1[O:34][CH3:35])[CH3:3]. (5) Given the reactants [N:1]1[CH:6]=[CH:5][C:4]([N:7]2[CH2:12][CH2:11][CH:10]([C:13](Cl)=[O:14])[CH2:9][CH2:8]2)=[CH:3][CH:2]=1.Cl.[NH:17]1[CH2:22][CH2:21][CH:20]([NH:23][S:24]([C:27]2[CH:36]=[CH:35][C:34]3[C:29](=[CH:30][CH:31]=[CH:32][CH:33]=3)[CH:28]=2)(=[O:26])=[O:25])[CH2:19][CH2:18]1, predict the reaction product. The product is: [CH:28]1[C:29]2[C:34](=[CH:33][CH:32]=[CH:31][CH:30]=2)[CH:35]=[CH:36][C:27]=1[S:24]([NH:23][CH:20]1[CH2:21][CH2:22][N:17]([C:13]([CH:10]2[CH2:11][CH2:12][N:7]([C:4]3[CH:5]=[CH:6][N:1]=[CH:2][CH:3]=3)[CH2:8][CH2:9]2)=[O:14])[CH2:18][CH2:19]1)(=[O:26])=[O:25]. (6) Given the reactants Br[C:2]1[CH:7]=[CH:6][CH:5]=[CH:4][C:3]=1[N+:8]([O-:10])=[O:9].[CH3:11][Si:12]([C:15]#[CH:16])([CH3:14])[CH3:13].O, predict the reaction product. The product is: [CH3:11][Si:12]([CH3:14])([CH3:13])[C:15]#[C:16][C:2]1[CH:7]=[CH:6][CH:5]=[CH:4][C:3]=1[N+:8]([O-:10])=[O:9]. (7) Given the reactants [CH3:1][O:2][C:3](=[O:19])[C:4]1[CH:9]=[C:8](I)[C:7]([C:11]([F:14])([F:13])[F:12])=[CH:6][C:5]=1[NH:15][C:16](=[O:18])[CH3:17].[CH2:20]([Sn](CCCC)(CCCC)C=C)[CH2:21]CC.O.O.[F-].[K+], predict the reaction product. The product is: [CH3:1][O:2][C:3](=[O:19])[C:4]1[CH:9]=[C:8]([CH:20]=[CH2:21])[C:7]([C:11]([F:14])([F:13])[F:12])=[CH:6][C:5]=1[NH:15][C:16](=[O:18])[CH3:17]. (8) Given the reactants [F:1][C:2]([F:13])([F:12])[CH2:3][O:4][C:5]1[CH:11]=[CH:10][C:8]([NH2:9])=[CH:7][CH:6]=1.[C:14](N1C=CC=CC1=O)(N1C=CC=CC1=O)=[S:15], predict the reaction product. The product is: [N:9]([C:8]1[CH:10]=[CH:11][C:5]([O:4][CH2:3][C:2]([F:12])([F:13])[F:1])=[CH:6][CH:7]=1)=[C:14]=[S:15]. (9) Given the reactants C[O:2][C:3]([C:5]1[C:6]2[CH:7]=[CH:8][N:9]([CH2:14][CH2:15][O:16][C:17]3[CH:22]=[CH:21][CH:20]=[CH:19][CH:18]=3)[C:10]=2[CH:11]=[CH:12][CH:13]=1)=[O:4].C1COCC1, predict the reaction product. The product is: [O:16]([CH2:15][CH2:14][N:9]1[C:10]2[CH:11]=[CH:12][CH:13]=[C:5]([C:3]([OH:4])=[O:2])[C:6]=2[CH:7]=[CH:8]1)[C:17]1[CH:18]=[CH:19][CH:20]=[CH:21][CH:22]=1.